Dataset: Reaction yield outcomes from USPTO patents with 853,638 reactions. Task: Predict the reaction yield, written as a fraction of the theoretical maximum amount of product (1.0 means a 100% yield; for example, 0.34 means a 34% yield). (1) The reactants are [Cl:1][C:2]1[CH:3]=[CH:4][C:5]([N:15]2[CH:19]=[C:18]([Cl:20])[N:17]=[N:16]2)=[C:6]([C:8]2[N:13]=[CH:12][N:11]=[C:10]([OH:14])[CH:9]=2)[CH:7]=1.CN(C(ON1N=NC2C=CC=NC1=2)=[N+](C)C)C.F[P-](F)(F)(F)(F)F.C1CCN2C(=NCCC2)CC1.N[C@@H:57]1[C:73]2[CH:74]=[C:69]([CH:70]=[CH:71][N:72]=2)[C:68]2[N:67]([CH:75]([F:77])[F:76])[N:66]=[CH:65][C:64]=2[NH:63][C:62](=[O:78])[C@H:61]([CH3:79])[CH2:60][CH2:59][CH2:58]1. The catalyst is C(#N)C. The product is [Cl:1][C:2]1[CH:3]=[CH:4][C:5]([N:15]2[CH:19]=[C:18]([Cl:20])[N:17]=[N:16]2)=[C:6]([C:8]2[N:13]=[CH:12][N:11]([C@@H:57]3[C:73]4[CH:74]=[C:69]([CH:70]=[CH:71][N:72]=4)[C:68]4[N:67]([CH:75]([F:76])[F:77])[N:66]=[CH:65][C:64]=4[NH:63][C:62](=[O:78])[C@H:61]([CH3:79])[CH2:60][CH2:59][CH2:58]3)[C:10](=[O:14])[CH:9]=2)[CH:7]=1. The yield is 0.500. (2) The reactants are [Cl:1][C:2]1[N:7]=[C:6](Cl)[CH:5]=[CH:4][N:3]=1.[CH2:9]([NH2:16])[C:10]1[CH:15]=[CH:14][CH:13]=[CH:12][CH:11]=1.CCN(C(C)C)C(C)C.CO. The catalyst is C1COCC1.C(Cl)Cl. The product is [CH2:9]([NH:16][C:6]1[CH:5]=[CH:4][N:3]=[C:2]([Cl:1])[N:7]=1)[C:10]1[CH:15]=[CH:14][CH:13]=[CH:12][CH:11]=1. The yield is 0.540. (3) The reactants are [CH2:1]([CH:5]1[CH2:10][CH2:9][CH:8]([S:11]([CH2:14][S:15]([CH:18]2[CH2:23][CH2:22][CH:21]([CH2:24][CH2:25][CH2:26][CH3:27])[CH2:20][CH2:19]2)(=[O:17])=[O:16])(=[O:13])=[O:12])[CH2:7][CH2:6]1)[CH2:2][CH2:3][CH3:4].C1(C)C=CC(S([N:37]=[N+:38]=[N-])(=O)=O)=CC=1.O.Cl. The catalyst is ClCCl. The product is [CH2:1]([CH:5]1[CH2:6][CH2:7][CH:8]([S:11]([C:14]([S:15]([CH:18]2[CH2:23][CH2:22][CH:21]([CH2:24][CH2:25][CH2:26][CH3:27])[CH2:20][CH2:19]2)(=[O:17])=[O:16])=[N+:37]=[N-:38])(=[O:13])=[O:12])[CH2:9][CH2:10]1)[CH2:2][CH2:3][CH3:4]. The yield is 0.200. (4) The reactants are [O:1]([CH2:8][C:9]1[CH:14]=[CH:13][C:12]([C:15]2[NH:29][C:18]3=[N:19][C:20]([CH:23]4[CH2:28][CH2:27][CH2:26][NH:25][CH2:24]4)=[CH:21][CH:22]=[C:17]3[N:16]=2)=[CH:11][CH:10]=1)[C:2]1[CH:7]=[CH:6][CH:5]=[CH:4][CH:3]=1.C=O.[C:32](O[BH-](OC(=O)C)OC(=O)C)(=O)C.[Na+]. The catalyst is CO. The product is [CH3:32][N:25]1[CH2:26][CH2:27][CH2:28][CH:23]([C:20]2[N:19]=[C:18]3[NH:29][C:15]([C:12]4[CH:13]=[CH:14][C:9]([CH2:8][O:1][C:2]5[CH:3]=[CH:4][CH:5]=[CH:6][CH:7]=5)=[CH:10][CH:11]=4)=[N:16][C:17]3=[CH:22][CH:21]=2)[CH2:24]1. The yield is 0.870. (5) The yield is 0.590. The product is [N:43]1[CH:44]=[CH:45][CH:46]=[CH:47][C:42]=1[CH2:41][NH:40][C:25]([C:18]1[C:19]2[CH:20]=[CH:21][CH:22]=[N:23][C:24]=2[C:15]([O:14][CH:1]([C:2]2[CH:3]=[CH:4][CH:5]=[CH:6][CH:7]=2)[C:8]2[CH:9]=[CH:10][CH:11]=[CH:12][CH:13]=2)=[C:16]2[C:30](=[O:31])[N:29]([CH2:32][C:33]3[CH:38]=[CH:37][C:36]([F:39])=[CH:35][CH:34]=3)[CH2:28][C:17]=12)=[O:27]. The catalyst is CN(C)C=O. The reactants are [CH:1]([O:14][C:15]1[C:24]2[N:23]=[CH:22][CH:21]=[CH:20][C:19]=2[C:18]([C:25]([OH:27])=O)=[C:17]2[CH2:28][N:29]([CH2:32][C:33]3[CH:38]=[CH:37][C:36]([F:39])=[CH:35][CH:34]=3)[C:30](=[O:31])[C:16]=12)([C:8]1[CH:13]=[CH:12][CH:11]=[CH:10][CH:9]=1)[C:2]1[CH:7]=[CH:6][CH:5]=[CH:4][CH:3]=1.[NH2:40][CH2:41][C:42]1[CH:47]=[CH:46][CH:45]=[CH:44][N:43]=1.C(N(CC)CC)C.Cl.CN(C)CCCN=C=NCC.O.ON1C2C=CC=CC=2N=N1. (6) The reactants are [Br:1][C:2]1[CH:7]=[CH:6][C:5]([CH2:8][C:9]([OH:11])=[O:10])=[CH:4][CH:3]=1.S(Cl)(Cl)=O.[CH3:16]O. No catalyst specified. The product is [Br:1][C:2]1[CH:3]=[CH:4][C:5]([CH2:8][C:9]([O:11][CH3:16])=[O:10])=[CH:6][CH:7]=1. The yield is 0.940. (7) The reactants are Br[C:2]1[CH:3]=[CH:4][C:5]([N:8]2[CH:12]=[CH:11][C:10]([CH:13]([C:15]3[CH:32]=[CH:31][C:18]4[N:19]([CH2:23][O:24][CH2:25][CH2:26][Si:27]([CH3:30])([CH3:29])[CH3:28])[C:20](=[O:22])[S:21][C:17]=4[CH:16]=3)[CH3:14])=[N:9]2)=[N:6][CH:7]=1.B1(B2OC(C)(C)C(C)(C)O2)OC(C)(C)C(C)(C)[O:34]1.C([O-])(=O)C.[K+].S([O-])([O-])(=O)=S.[Na+].[Na+]. The catalyst is C1COCC1.C1(P(C2C=CC=CC=2)[C-]2C=CC=C2)C=CC=CC=1.[C-]1(P(C2C=CC=CC=2)C2C=CC=CC=2)C=CC=C1.[Fe+2]. The product is [OH:34][C:2]1[CH:3]=[CH:4][C:5]([N:8]2[CH:12]=[CH:11][C:10]([CH:13]([C:15]3[CH:32]=[CH:31][C:18]4[N:19]([CH2:23][O:24][CH2:25][CH2:26][Si:27]([CH3:30])([CH3:29])[CH3:28])[C:20](=[O:22])[S:21][C:17]=4[CH:16]=3)[CH3:14])=[N:9]2)=[N:6][CH:7]=1. The yield is 0.920.